From a dataset of Forward reaction prediction with 1.9M reactions from USPTO patents (1976-2016). Predict the product of the given reaction. (1) Given the reactants B(Br)(Br)Br.[Cl:5][C:6]1[CH:11]=[CH:10][CH:9]=[C:8]([Cl:12])[C:7]=1[N:13]1[C:22]2[C:17](=[C:18]([C:25]3[CH:30]=[CH:29][C:28]([F:31])=[CH:27][C:26]=3[F:32])[CH:19]=[C:20]([O:23]C)[CH:21]=2)[CH2:16][NH:15][C:14]1=[O:33], predict the reaction product. The product is: [Cl:5][C:6]1[CH:11]=[CH:10][CH:9]=[C:8]([Cl:12])[C:7]=1[N:13]1[C:22]2[C:17](=[C:18]([C:25]3[CH:30]=[CH:29][C:28]([F:31])=[CH:27][C:26]=3[F:32])[CH:19]=[C:20]([OH:23])[CH:21]=2)[CH2:16][NH:15][C:14]1=[O:33]. (2) Given the reactants [CH2:1]([O:8][CH2:9][CH2:10][O:11][CH2:12][C@:13]1([OH:24])[C@@H:18]([OH:19])[C@H:17]([OH:20])[C@@H:16]([CH2:21][OH:22])[O:15][CH:14]1[OH:23])[C:2]1[CH:7]=[CH:6][CH:5]=[CH:4][CH:3]=1.CC(O[C:29]([CH3:31])=[O:30])=O, predict the reaction product. The product is: [C:14]([O:23][CH:14]1[C@:13]([O:24][C:18](=[O:19])[CH3:17])([CH2:12][O:11][CH2:10][CH2:9][O:8][CH2:1][C:2]2[CH:7]=[CH:6][CH:5]=[CH:4][CH:3]=2)[C@@H:18]([O:19][C:10](=[O:11])[CH3:9])[C@H:17]([O:20][C:1](=[O:8])[CH3:2])[C@@H:16]([CH2:21][O:22][C:29](=[O:30])[CH3:31])[O:15]1)(=[O:15])[CH3:13].